The task is: Predict which catalyst facilitates the given reaction.. This data is from Catalyst prediction with 721,799 reactions and 888 catalyst types from USPTO. (1) Reactant: [H][H].[N+:3]([C:6]1[CH:7]=[N:8][N:9]([CH:11]([C:19]2[CH:24]=[CH:23][CH:22]=[CH:21][CH:20]=2)[CH2:12][N:13]2[CH2:17][CH2:16][CH2:15][C:14]2=[O:18])[CH:10]=1)([O-])=O. Product: [NH2:3][C:6]1[CH:7]=[N:8][N:9]([CH:11]([C:19]2[CH:24]=[CH:23][CH:22]=[CH:21][CH:20]=2)[CH2:12][N:13]2[CH2:17][CH2:16][CH2:15][C:14]2=[O:18])[CH:10]=1. The catalyst class is: 94. (2) Product: [CH3:34][O:32][C:30](=[O:31])[C@H:26]([CH:27]([CH3:28])[CH3:29])[NH:7][CH2:8][C:9]1[CH:14]=[CH:13][C:12]([C:15]2[CH:16]=[CH:17][CH:18]=[CH:19][C:20]=2[C:21]#[N:25])=[CH:11][CH:10]=1. The catalyst class is: 2. Reactant: CCCCC([N:7]([C@H:26]([C:30]([OH:32])=[O:31])[CH:27]([CH3:29])[CH3:28])[CH2:8][C:9]1[CH:10]=[CH:11][C:12]([C:15]2[CH:16]=[CH:17][CH:18]=[CH:19][C:20]=2[C:21]2NN=N[N:25]=2)=[CH:13][CH:14]=1)=O.Br[CH2:34]C1C=CC(C2C=CC=CC=2C#N)=CC=1.Cl.COC(=O)[C@H](C(C)C)N.C(N(C(C)C)CC)(C)C. (3) Reactant: [O:1]=[C:2]1[C:8]2[CH:9]=[CH:10][C:11]([C:13]([OH:15])=[O:14])=[CH:12][C:7]=2[CH2:6][CH2:5][C:4]2[CH:16]=[CH:17][CH:18]=[CH:19][C:3]1=2.C(OCC)(OCC)O[CH2:22][CH3:23].S(=O)(=O)(O)O. Product: [O:1]=[C:2]1[C:8]2[CH:9]=[CH:10][C:11]([C:13]([O:15][CH2:22][CH3:23])=[O:14])=[CH:12][C:7]=2[CH2:6][CH2:5][C:4]2[CH:16]=[CH:17][CH:18]=[CH:19][C:3]1=2. The catalyst class is: 162. (4) Reactant: [N+:1]([C:4]1[CH:9]=[C:8]([S:10]([C:13]([F:16])([F:15])[F:14])(=[O:12])=[O:11])[CH:7]=[CH:6][C:5]=1[NH:17]C(=O)C)([O-:3])=[O:2]. Product: [N+:1]([C:4]1[CH:9]=[C:8]([S:10]([C:13]([F:16])([F:14])[F:15])(=[O:11])=[O:12])[CH:7]=[CH:6][C:5]=1[NH2:17])([O-:3])=[O:2]. The catalyst class is: 126. (5) Reactant: [CH3:1][C:2]1[CH:7]=[C:6]([CH3:8])[C:5]([S:9]([CH2:11][C:12]([F:15])([F:14])[F:13])=[O:10])=[CH:4][C:3]=1[OH:16].[F:17][C:18]([F:30])([F:29])[O:19][C:20]1[CH:25]=[CH:24][C:23]([CH2:26][CH2:27]O)=[CH:22][CH:21]=1.C1(P(C2C=CC=CC=2)C2C=CC=CC=2)C=CC=CC=1.N(C(OC(C)C)=O)=NC(OC(C)C)=O. Product: [F:17][C:18]([F:29])([F:30])[O:19][C:20]1[CH:21]=[CH:22][C:23]([CH2:26][CH2:27][O:16][C:3]2[CH:4]=[C:5]([S:9]([CH2:11][C:12]([F:14])([F:15])[F:13])=[O:10])[C:6]([CH3:8])=[CH:7][C:2]=2[CH3:1])=[CH:24][CH:25]=1. The catalyst class is: 7. (6) Reactant: [Cl:1][C:2]1[CH:3]=[N:4][CH:5]=[CH:6][C:7]=1[CH2:8][NH:9][C:10]1[N:15]=[CH:14][C:13]([CH2:16][OH:17])=[CH:12][CH:11]=1.CC(OI1(OC(C)=O)(OC(C)=O)OC(=O)C2C=CC=CC1=2)=O.C(=O)([O-])[O-].[K+].[K+]. Product: [Cl:1][C:2]1[CH:3]=[N:4][CH:5]=[CH:6][C:7]=1[CH2:8][NH:9][C:10]1[N:15]=[CH:14][C:13]([CH:16]=[O:17])=[CH:12][CH:11]=1. The catalyst class is: 7. (7) Reactant: C(OC([NH:8][C@H:9]([C:27]([N:29]1[C@H:33]([C:34](=[O:46])[NH:35][C@H:36]2[C:45]3[C:40](=[CH:41][CH:42]=[CH:43][CH:44]=3)[CH2:39][CH2:38][CH2:37]2)[CH2:32][Si:31]([CH3:48])([CH3:47])[CH2:30]1)=[O:28])[CH2:10][C:11]1[CH:16]=[CH:15][C:14]([C:17]2[CH:22]=[CH:21][C:20]([C:23]([O:25][CH3:26])=[O:24])=[CH:19][CH:18]=2)=[CH:13][CH:12]=1)=O)(C)(C)C.[ClH:49]. Product: [NH2:8][C@H:9]([C:27]([N:29]1[C@H:33]([C:34](=[O:46])[NH:35][C@H:36]2[C:45]3[C:40](=[CH:41][CH:42]=[CH:43][CH:44]=3)[CH2:39][CH2:38][CH2:37]2)[CH2:32][Si:31]([CH3:48])([CH3:47])[CH2:30]1)=[O:28])[CH2:10][C:11]1[CH:16]=[CH:15][C:14]([C:17]2[CH:18]=[CH:19][C:20]([C:23]([O:25][CH3:26])=[O:24])=[CH:21][CH:22]=2)=[CH:13][CH:12]=1.[ClH:49]. The catalyst class is: 2.